Dataset: Catalyst prediction with 721,799 reactions and 888 catalyst types from USPTO. Task: Predict which catalyst facilitates the given reaction. (1) Reactant: [C:1]([O-:4])(=[O:3])C.[O:5]=[C:6]1[C@@H:9]([NH3+:10])[CH2:8][NH:7]1.[CH3:11]CN(C(C)C)C(C)C.[CH:20]1([NH:26][C:27]([C:29]2[CH:34]=[CH:33][C:32](C3C=CN(C([O-])=O)C(=O)C=3C)=[CH:31][CH:30]=2)=[O:28])[CH2:25][CH2:24][CH2:23][CH2:22][CH2:21]1. Product: [CH:20]1([NH:26][C:27]([C:29]2[CH:34]=[CH:33][C:32]([O:4][C:1](=[O:3])[N:10]([CH3:11])[C@H:9]3[CH2:8][NH:7][C:6]3=[O:5])=[CH:31][CH:30]=2)=[O:28])[CH2:21][CH2:22][CH2:23][CH2:24][CH2:25]1. The catalyst class is: 2. (2) Reactant: [Cl:1][C:2]1[CH:7]=[C:6]2[NH:8][C:9](=[O:41])[C:10]3([CH:15]([C:16]4[CH:21]=[CH:20][CH:19]=[C:18]([Cl:22])[CH:17]=4)[CH2:14][C:13](=[O:23])[NH:12][CH:11]3[C:24]3[CH:29]=[C:28]([Cl:30])[CH:27]=[CH:26][C:25]=3[O:31][C:32]3[CH:37]=[CH:36][C:35]([N+:38]([O-])=O)=[CH:34][CH:33]=3)[C:5]2=[CH:4][CH:3]=1.NN. Product: [NH2:38][C:35]1[CH:36]=[CH:37][C:32]([O:31][C:25]2[CH:26]=[CH:27][C:28]([Cl:30])=[CH:29][C:24]=2[CH:11]2[C:10]3([C:5]4[C:6](=[CH:7][C:2]([Cl:1])=[CH:3][CH:4]=4)[NH:8][C:9]3=[O:41])[CH:15]([C:16]3[CH:21]=[CH:20][CH:19]=[C:18]([Cl:22])[CH:17]=3)[CH2:14][C:13](=[O:23])[NH:12]2)=[CH:33][CH:34]=1. The catalyst class is: 171. (3) Reactant: Br[CH2:2][CH2:3][C:4]1[C:12]2[C:7](=[CH:8][CH:9]=[CH:10][CH:11]=2)[NH:6][CH:5]=1.[CH3:13][N:14]1[CH2:19][CH2:18][NH:17][CH2:16][CH2:15]1. Product: [CH3:13][N:14]1[CH2:19][CH2:18][N:17]([CH2:2][CH2:3][C:4]2[C:12]3[C:7](=[CH:8][CH:9]=[CH:10][CH:11]=3)[NH:6][CH:5]=2)[CH2:16][CH2:15]1. The catalyst class is: 22. (4) Reactant: [C:1]1([C:7]2[CH:12]=[CH:11][C:10]([N+:13]([O-])=O)=[CH:9][CH:8]=2)[CH2:6][CH2:5][CH2:4][CH2:3][CH:2]=1. Product: [C:1]1([C:7]2[CH:8]=[CH:9][C:10]([NH2:13])=[CH:11][CH:12]=2)[CH2:6][CH2:5][CH2:4][CH2:3][CH:2]=1. The catalyst class is: 8. (5) Reactant: [CH:1]1([NH:4][C:5]2[N:10]=[C:9](O)[C:8]([C:12]#[N:13])=[C:7]([C:14]3[CH:19]=[CH:18][C:17]([C:20]([F:23])([F:22])[F:21])=[C:16]([O:24][CH3:25])[CH:15]=3)[N:6]=2)[CH2:3][CH2:2]1.P(Cl)(Cl)([Cl:28])=O. Product: [Cl:28][C:9]1[C:8]([C:12]#[N:13])=[C:7]([C:14]2[CH:19]=[CH:18][C:17]([C:20]([F:23])([F:22])[F:21])=[C:16]([O:24][CH3:25])[CH:15]=2)[N:6]=[C:5]([NH:4][CH:1]2[CH2:3][CH2:2]2)[N:10]=1. The catalyst class is: 887. (6) The catalyst class is: 9. Product: [Cl:1][C:2]1[CH:7]=[C:6]([F:8])[C:5]([C:9]2[C:18]3[C:13](=[CH:14][C:15]([N:19]4[CH2:24][CH2:23][O:22][CH2:21][CH2:20]4)=[CH:16][CH:17]=3)[N:12]=[CH:11][N:10]=2)=[CH:4][C:3]=1[CH:25]([OH:33])[C:26]1[CH:31]=[CH:30][C:29](=[O:32])[N:28]([CH2:35][CH3:36])[N:27]=1. Reactant: [Cl:1][C:2]1[CH:7]=[C:6]([F:8])[C:5]([C:9]2[C:18]3[C:13](=[CH:14][C:15]([N:19]4[CH2:24][CH2:23][O:22][CH2:21][CH2:20]4)=[CH:16][CH:17]=3)[N:12]=[CH:11][N:10]=2)=[CH:4][C:3]=1[CH:25]([OH:33])[C:26]1[CH:31]=[CH:30][C:29](=[O:32])[NH:28][N:27]=1.I[CH2:35][CH3:36].C(=O)([O-])[O-].[K+].[K+].